This data is from Forward reaction prediction with 1.9M reactions from USPTO patents (1976-2016). The task is: Predict the product of the given reaction. Given the reactants [Cl-].O[NH3+:3].[C:4](=[O:7])([O-])[OH:5].[Na+].CS(C)=O.[OH:13][C:14]([CH3:52])([CH3:51])[CH2:15][O:16][C@H:17]1[CH2:22][CH2:21][C@H:20]([N:23]2[C:28](=[O:29])[C:27]([CH2:30][C:31]3[CH:36]=[CH:35][C:34]([C:37]4[C:38]([C:43]#[N:44])=[CH:39][CH:40]=[CH:41][CH:42]=4)=[CH:33][CH:32]=3)=[C:26]([CH2:45][CH2:46][CH3:47])[N:25]3[N:48]=[CH:49][CH:50]=[C:24]23)[CH2:19][CH2:18]1, predict the reaction product. The product is: [OH:13][C:14]([CH3:51])([CH3:52])[CH2:15][O:16][C@H:17]1[CH2:22][CH2:21][C@H:20]([N:23]2[C:28](=[O:29])[C:27]([CH2:30][C:31]3[CH:36]=[CH:35][C:34]([C:37]4[CH:42]=[CH:41][CH:40]=[CH:39][C:38]=4[C:43]4[NH:3][C:4](=[O:7])[O:5][N:44]=4)=[CH:33][CH:32]=3)=[C:26]([CH2:45][CH2:46][CH3:47])[N:25]3[N:48]=[CH:49][CH:50]=[C:24]23)[CH2:19][CH2:18]1.